From a dataset of Forward reaction prediction with 1.9M reactions from USPTO patents (1976-2016). Predict the product of the given reaction. (1) Given the reactants [OH:1][CH:2]=[C:3]([CH2:8][C:9]1[N:10]([CH3:18])[C:11]2[C:16]([CH:17]=1)=[CH:15][CH:14]=[CH:13][CH:12]=2)[C:4](OC)=O.[NH2:19][C:20]([NH2:22])=[S:21], predict the reaction product. The product is: [CH3:18][N:10]1[C:11]2[C:16](=[CH:15][CH:14]=[CH:13][CH:12]=2)[CH:17]=[C:9]1[CH2:8][C:3]1[C:2](=[O:1])[NH:19][C:20](=[S:21])[NH:22][CH:4]=1. (2) Given the reactants [Si:1]([O:8][CH2:9][C@@H:10]([NH:14][C:15]1[C:24]2[C:19](=[CH:20][CH:21]=[CH:22][CH:23]=2)[N:18]=[CH:17][C:16]=1[NH2:25])[CH:11]([CH3:13])[CH3:12])([C:4]([CH3:7])([CH3:6])[CH3:5])([CH3:3])[CH3:2].Cl.[Cl:27][CH2:28][C:29](=N)OCC.C(Cl)(Cl)Cl.C(=O)(O)[O-].[Na+], predict the reaction product. The product is: [Si:1]([O:8][CH2:9][C@@H:10]([N:14]1[C:15]2[C:24]3[CH:23]=[CH:22][CH:21]=[CH:20][C:19]=3[N:18]=[CH:17][C:16]=2[N:25]=[C:29]1[CH2:28][Cl:27])[CH:11]([CH3:13])[CH3:12])([C:4]([CH3:5])([CH3:6])[CH3:7])([CH3:3])[CH3:2]. (3) Given the reactants [Cl:1][C:2]1[N:6]2[C:7]3[CH:30]=[CH:29][C:28]([Cl:31])=[CH:27][C:8]=3[C@@H:9]([C:17]3[CH:22]=[CH:21][CH:20]=[C:19]([O:23][CH3:24])[C:18]=3[O:25][CH3:26])[O:10][C@H:11]([CH2:12][CH2:13][C:14]([OH:16])=O)[C:5]2=[CH:4][CH:3]=1.[NH:32]1[CH2:37][CH2:36][CH2:35][C@H:34]([C:38]([O:40][CH2:41][CH3:42])=[O:39])[CH2:33]1.Cl.C(N=C=NCCCN(C)C)C.ON1C2C=CC=CC=2N=N1, predict the reaction product. The product is: [Cl:1][C:2]1[N:6]2[C:7]3[CH:30]=[CH:29][C:28]([Cl:31])=[CH:27][C:8]=3[C@@H:9]([C:17]3[CH:22]=[CH:21][CH:20]=[C:19]([O:23][CH3:24])[C:18]=3[O:25][CH3:26])[O:10][C@H:11]([CH2:12][CH2:13][C:14]([N:32]3[CH2:37][CH2:36][CH2:35][C@H:34]([C:38]([O:40][CH2:41][CH3:42])=[O:39])[CH2:33]3)=[O:16])[C:5]2=[CH:4][CH:3]=1. (4) Given the reactants [NH2:1][C:2]1[CH:7]=[CH:6][C:5]([C:8]2[CH2:12][CH2:11][N:10]([C:13](=[O:25])[CH2:14][C:15]3[CH:20]=[CH:19][C:18]([O:21][CH3:22])=[C:17]([O:23][CH3:24])[CH:16]=3)[N:9]=2)=[CH:4][CH:3]=1.[C:26](Cl)(=[O:29])[CH2:27][CH3:28], predict the reaction product. The product is: [CH3:24][O:23][C:17]1[CH:16]=[C:15]([CH2:14][C:13]([N:10]2[CH2:11][CH2:12][C:8]([C:5]3[CH:4]=[CH:3][C:2]([NH:1][C:26](=[O:29])[CH2:27][CH3:28])=[CH:7][CH:6]=3)=[N:9]2)=[O:25])[CH:20]=[CH:19][C:18]=1[O:21][CH3:22]. (5) The product is: [CH3:20][O:21][C:22](=[O:33])[CH2:23][CH3:25].[CH3:20][O:21][C:22](=[O:33])[C@@H:23]([NH:24][C:15]([C:12]1[CH:11]=[CH:10][C:9]([C:6]2[CH:5]=[CH:4][C:3]([C:2]([F:1])([F:19])[F:18])=[CH:8][CH:7]=2)=[CH:14][CH:13]=1)=[O:17])[CH2:25][C:26]1[CH:27]=[CH:28][C:29]([O:32][C:35]2[CH:40]=[CH:39][C:38]([C:41]#[N:42])=[CH:37][CH:36]=2)=[CH:30][CH:31]=1. Given the reactants [F:1][C:2]([F:19])([F:18])[C:3]1[CH:8]=[CH:7][C:6]([C:9]2[CH:14]=[CH:13][C:12]([C:15]([OH:17])=O)=[CH:11][CH:10]=2)=[CH:5][CH:4]=1.[CH3:20][O:21][C:22](=[O:33])[C@H:23]([CH2:25][C:26]1[CH:31]=[CH:30][C:29]([OH:32])=[CH:28][CH:27]=1)[NH2:24].F[C:35]1[CH:40]=[CH:39][C:38]([C:41]#[N:42])=[CH:37][CH:36]=1, predict the reaction product. (6) The product is: [CH2:12]([N:7]1[C:6]2[CH:5]=[C:4]([C:16]([O:18][CH3:19])=[O:17])[CH:3]=[C:2]([C:21]#[N:22])[C:11]=2[O:10][CH2:9][CH2:8]1)[CH2:13][CH2:14][CH3:15]. Given the reactants Br[C:2]1[C:11]2[O:10][CH2:9][CH2:8][N:7]([CH2:12][CH2:13][CH2:14][CH3:15])[C:6]=2[CH:5]=[C:4]([C:16]([O:18][CH3:19])=[O:17])[CH:3]=1.[Cu](C#N)[C:21]#[N:22].Cl, predict the reaction product. (7) The product is: [OH:1][CH2:2][C@H:3]1[CH2:7][CH2:6][CH2:5][N:4]1[C:13]([O:12][C:8]([CH3:11])([CH3:10])[CH3:9])=[O:14]. Given the reactants [OH:1][CH2:2][C@H:3]1[CH2:7][CH2:6][CH2:5][NH:4]1.[C:8]([O:12][C:13](O[C:13]([O:12][C:8]([CH3:11])([CH3:10])[CH3:9])=[O:14])=[O:14])([CH3:11])([CH3:10])[CH3:9].C(N(CC)CC)C.Cl, predict the reaction product. (8) Given the reactants C(CC(N[CH2:7][CH2:8][CH:9]([NH:12][C:13](=[O:17])[CH2:14][C:15]#[N:16])[CH2:10][CH3:11])=O)#N.[OH:18][C:19]1[CH:20]=[C:21]([CH:24]=[C:25]([OH:28])[C:26]=1[OH:27])[CH:22]=O, predict the reaction product. The product is: [C:15]([C:14](=[C:22]([CH2:7][CH2:8][CH:9]([NH:12][C:13](=[O:17])[C:14]([C:15]#[N:16])=[CH:22][C:21]1[CH:20]=[C:19]([OH:18])[C:26]([OH:27])=[C:25]([OH:28])[CH:24]=1)[CH2:10][CH3:11])[C:21]1[CH:20]=[C:19]([OH:18])[C:26]([OH:27])=[C:25]([OH:28])[CH:24]=1)[C:13]([NH2:12])=[O:17])#[N:16].